Dataset: Full USPTO retrosynthesis dataset with 1.9M reactions from patents (1976-2016). Task: Predict the reactants needed to synthesize the given product. The reactants are: C[O:2][C:3]1[CH:4]=[C:5]2[C:9](=[CH:10][CH:11]=1)[CH2:8][CH:7]([NH:12][S:13]([C:16]1[CH:21]=[C:20]([S:22]([C:25]3[CH:30]=[CH:29][CH:28]=[CH:27][CH:26]=3)(=[O:24])=[O:23])[CH:19]=[CH:18][C:17]=1[C:31]([F:34])([F:33])[F:32])(=[O:15])=[O:14])[CH2:6]2.B(Br)(Br)Br. Given the product [OH:2][C:3]1[CH:4]=[C:5]2[C:9](=[CH:10][CH:11]=1)[CH2:8][CH:7]([NH:12][S:13]([C:16]1[CH:21]=[C:20]([S:22]([C:25]3[CH:30]=[CH:29][CH:28]=[CH:27][CH:26]=3)(=[O:24])=[O:23])[CH:19]=[CH:18][C:17]=1[C:31]([F:34])([F:33])[F:32])(=[O:14])=[O:15])[CH2:6]2, predict the reactants needed to synthesize it.